From a dataset of NCI-60 drug combinations with 297,098 pairs across 59 cell lines. Regression. Given two drug SMILES strings and cell line genomic features, predict the synergy score measuring deviation from expected non-interaction effect. (1) Drug 1: CCC(=C(C1=CC=CC=C1)C2=CC=C(C=C2)OCCN(C)C)C3=CC=CC=C3.C(C(=O)O)C(CC(=O)O)(C(=O)O)O. Drug 2: C1=NC(=NC(=O)N1C2C(C(C(O2)CO)O)O)N. Cell line: NCIH23. Synergy scores: CSS=-0.601, Synergy_ZIP=-2.47, Synergy_Bliss=-4.06, Synergy_Loewe=-7.64, Synergy_HSA=-4.40. (2) Drug 1: CC1=C2C(C(=O)C3(C(CC4C(C3C(C(C2(C)C)(CC1OC(=O)C(C(C5=CC=CC=C5)NC(=O)OC(C)(C)C)O)O)OC(=O)C6=CC=CC=C6)(CO4)OC(=O)C)OC)C)OC. Drug 2: CN(C)N=NC1=C(NC=N1)C(=O)N. Cell line: MALME-3M. Synergy scores: CSS=11.0, Synergy_ZIP=-7.99, Synergy_Bliss=-6.51, Synergy_Loewe=-26.9, Synergy_HSA=-8.36. (3) Drug 1: CC12CCC3C(C1CCC2O)C(CC4=C3C=CC(=C4)O)CCCCCCCCCS(=O)CCCC(C(F)(F)F)(F)F. Drug 2: CC(C)(C#N)C1=CC(=CC(=C1)CN2C=NC=N2)C(C)(C)C#N. Cell line: UACC62. Synergy scores: CSS=1.55, Synergy_ZIP=-2.04, Synergy_Bliss=-2.29, Synergy_Loewe=-4.67, Synergy_HSA=-2.73. (4) Synergy scores: CSS=70.5, Synergy_ZIP=7.96, Synergy_Bliss=8.56, Synergy_Loewe=-15.8, Synergy_HSA=4.84. Cell line: CCRF-CEM. Drug 1: CCC(=C(C1=CC=CC=C1)C2=CC=C(C=C2)OCCN(C)C)C3=CC=CC=C3.C(C(=O)O)C(CC(=O)O)(C(=O)O)O. Drug 2: CC1C(C(CC(O1)OC2CC(OC(C2O)C)OC3=CC4=CC5=C(C(=O)C(C(C5)C(C(=O)C(C(C)O)O)OC)OC6CC(C(C(O6)C)O)OC7CC(C(C(O7)C)O)OC8CC(C(C(O8)C)O)(C)O)C(=C4C(=C3C)O)O)O)O. (5) Synergy scores: CSS=7.49, Synergy_ZIP=-2.91, Synergy_Bliss=-0.770, Synergy_Loewe=-0.265, Synergy_HSA=-0.257. Drug 1: CC12CCC(CC1=CCC3C2CCC4(C3CC=C4C5=CN=CC=C5)C)O. Cell line: U251. Drug 2: CC12CCC3C(C1CCC2O)C(CC4=C3C=CC(=C4)O)CCCCCCCCCS(=O)CCCC(C(F)(F)F)(F)F. (6) Drug 1: CC1=C(C=C(C=C1)NC2=NC=CC(=N2)N(C)C3=CC4=NN(C(=C4C=C3)C)C)S(=O)(=O)N.Cl. Drug 2: CS(=O)(=O)OCCCCOS(=O)(=O)C. Cell line: ACHN. Synergy scores: CSS=20.4, Synergy_ZIP=-11.1, Synergy_Bliss=-9.85, Synergy_Loewe=-6.78, Synergy_HSA=-6.50. (7) Drug 1: CN1C2=C(C=C(C=C2)N(CCCl)CCCl)N=C1CCCC(=O)O.Cl. Drug 2: C(CCl)NC(=O)N(CCCl)N=O. Cell line: SF-295. Synergy scores: CSS=6.45, Synergy_ZIP=-0.208, Synergy_Bliss=7.93, Synergy_Loewe=-5.07, Synergy_HSA=1.34. (8) Drug 1: C1CCC(CC1)NC(=O)N(CCCl)N=O. Drug 2: CCN(CC)CCNC(=O)C1=C(NC(=C1C)C=C2C3=C(C=CC(=C3)F)NC2=O)C. Cell line: NCI-H226. Synergy scores: CSS=17.7, Synergy_ZIP=-1.95, Synergy_Bliss=8.98, Synergy_Loewe=5.54, Synergy_HSA=6.24.